Dataset: Forward reaction prediction with 1.9M reactions from USPTO patents (1976-2016). Task: Predict the product of the given reaction. (1) Given the reactants N[CH2:2][C:3]([OH:5])=[O:4].N[C@H](C(O)=O)CCC(=O)O.N[C@H](C(O)=O)CCCCN.N[C@H](C(O)=O)C[CH2:29][CH2:30][NH:31][C:32](=[NH:34])N.C(O)[C@H]1O[C@H](O[C@H]2[C@H](O)[C@@H](O)[C@H](O)O[C@@H]2CO)[C@H](O)[C@@H](O)[C@@H]1O.N[C@@H](CCC(N[C@H](C(NCC(O)=O)=O)CS)=O)C(O)=O, predict the reaction product. The product is: [CH:30]1[N:31]=[CH:32][NH:34][C:29]=1[CH2:2][C:3]([OH:5])=[O:4]. (2) Given the reactants [NH2:1][C:2]1[CH:22]=[CH:21][C:5]2[N:6]([C:15]3[CH:20]=[CH:19][CH:18]=[CH:17][CH:16]=3)[C:7]([C:9]3[CH:14]=[CH:13][CH:12]=[CH:11][CH:10]=3)=[N:8][C:4]=2[CH:3]=1.[F:23][C:24]1[CH:29]=[CH:28][C:27]([S:30](Cl)(=[O:32])=[O:31])=[CH:26][CH:25]=1, predict the reaction product. The product is: [C:15]1([N:6]2[C:5]3[CH:21]=[CH:22][C:2]([NH:1][S:30]([C:27]4[CH:28]=[CH:29][C:24]([F:23])=[CH:25][CH:26]=4)(=[O:32])=[O:31])=[CH:3][C:4]=3[N:8]=[C:7]2[C:9]2[CH:14]=[CH:13][CH:12]=[CH:11][CH:10]=2)[CH:16]=[CH:17][CH:18]=[CH:19][CH:20]=1. (3) Given the reactants [CH2:1]([C:3]([C:28]1[CH:33]=[CH:32][C:31]([OH:34])=[C:30]([CH3:35])[CH:29]=1)([C:6]1[CH:11]=[CH:10][C:9]([C:12]#[C:13][C:14]([O:23][CH2:24][O:25][CH3:26])([C:19]([F:22])([F:21])[F:20])[C:15]([F:18])([F:17])[F:16])=[C:8]([CH3:27])[CH:7]=1)[CH2:4][CH3:5])[CH3:2].C1(P(C2C=CC=CC=2)C2C=CC=CC=2)C=CC=CC=1.CCOC(/N=N/C(OCC)=O)=O.[CH2:67]([O:69][C:70](=[O:83])[CH2:71][CH:72]([O:75][Si:76]([C:79]([CH3:82])([CH3:81])[CH3:80])([CH3:78])[CH3:77])[CH2:73]O)[CH3:68], predict the reaction product. The product is: [CH2:67]([O:69][C:70](=[O:83])[CH2:71][C@H:72]([O:75][Si:76]([C:79]([CH3:80])([CH3:82])[CH3:81])([CH3:77])[CH3:78])[CH2:73][O:34][C:31]1[CH:32]=[CH:33][C:28]([C:3]([CH2:4][CH3:5])([C:6]2[CH:11]=[CH:10][C:9]([C:12]#[C:13][C:14]([O:23][CH2:24][O:25][CH3:26])([C:19]([F:20])([F:21])[F:22])[C:15]([F:18])([F:17])[F:16])=[C:8]([CH3:27])[CH:7]=2)[CH2:1][CH3:2])=[CH:29][C:30]=1[CH3:35])[CH3:68]. (4) Given the reactants [CH3:1][C:2]1[O:6][N:5]=[C:4]([C:7]2[CH:12]=[CH:11][CH:10]=[CH:9][CH:8]=2)[C:3]=1[CH2:13][O:14][C:15]1[CH:23]=[CH:22][C:18]([C:19]([OH:21])=O)=[CH:17][N:16]=1.[NH2:24][N:25]1[CH2:30][CH2:29][CH2:28][CH2:27][CH2:26]1, predict the reaction product. The product is: [CH3:1][C:2]1[O:6][N:5]=[C:4]([C:7]2[CH:8]=[CH:9][CH:10]=[CH:11][CH:12]=2)[C:3]=1[CH2:13][O:14][C:15]1[CH:23]=[CH:22][C:18]([C:19]([NH:24][N:25]2[CH2:30][CH2:29][CH2:28][CH2:27][CH2:26]2)=[O:21])=[CH:17][N:16]=1. (5) Given the reactants [F:1][C:2]([C:5]1[CH:9]=[C:8]([NH2:10])[O:7][N:6]=1)([F:4])[CH3:3].C(=O)([O-])[O-].[K+].[K+].Cl[C:18]([O:20][C:21]1[CH:26]=[CH:25][CH:24]=[CH:23][CH:22]=1)=[O:19], predict the reaction product. The product is: [F:1][C:2]([C:5]1[CH:9]=[C:8]([NH:10][C:18](=[O:19])[O:20][C:21]2[CH:26]=[CH:25][CH:24]=[CH:23][CH:22]=2)[O:7][N:6]=1)([F:4])[CH3:3]. (6) The product is: [OH:6][C:7]1[CH:16]=[C:15]([C@@H:17]([CH3:21])[C:18]([O:20][CH2:2][CH2:3][CH2:4][CH3:5])=[O:19])[CH:14]=[C:13]2[C:8]=1[C@@H:9]1[CH2:27][C:26]([CH3:28])=[CH:25][CH2:24][C@H:10]1[C:11]([CH3:23])([CH3:22])[O:12]2. Given the reactants Br[CH2:2][CH2:3][CH2:4][CH3:5].[OH:6][C:7]1[CH:16]=[C:15]([C@@H:17]([CH3:21])[C:18]([OH:20])=[O:19])[CH:14]=[C:13]2[C:8]=1[C@@H:9]1[CH2:27][C:26]([CH3:28])=[CH:25][CH2:24][C@H:10]1[C:11]([CH3:23])([CH3:22])[O:12]2.C(=O)(O)[O-].[Na+].CCCCCC, predict the reaction product. (7) Given the reactants [F:1][C:2]1[CH:7]=[CH:6][C:5]([CH:8]([OH:12])[CH2:9][NH:10][CH3:11])=[CH:4][CH:3]=1.[O:13]=[C:14]1[C:19]2[S:20][CH:21]=[C:22]([S:23](Cl)(=[O:25])=[O:24])[C:18]=2[CH2:17][CH2:16][CH2:15]1, predict the reaction product. The product is: [F:1][C:2]1[CH:3]=[CH:4][C:5]([CH:8]([OH:12])[CH2:9][N:10]([CH3:11])[S:23]([C:22]2[C:18]3[CH2:17][CH2:16][CH2:15][C:14](=[O:13])[C:19]=3[S:20][CH:21]=2)(=[O:24])=[O:25])=[CH:6][CH:7]=1.